This data is from Catalyst prediction with 721,799 reactions and 888 catalyst types from USPTO. The task is: Predict which catalyst facilitates the given reaction. Reactant: [C:8](O[C:8]([C:10]([F:13])([F:12])[F:11])=[O:9])([C:10]([F:13])([F:12])[F:11])=[O:9].[C:14]1([C@@H:20]([NH2:23])[CH2:21][CH3:22])[CH:19]=[CH:18][CH:17]=[CH:16][CH:15]=1.[Br:24]N1C(C)(C)C(=O)N(Br)C1=O. Product: [Br:24][C:17]1[CH:18]=[CH:19][C:14]([C@@H:20]([NH:23][C:8](=[O:9])[C:10]([F:11])([F:12])[F:13])[CH2:21][CH3:22])=[CH:15][CH:16]=1. The catalyst class is: 2.